Dataset: Forward reaction prediction with 1.9M reactions from USPTO patents (1976-2016). Task: Predict the product of the given reaction. (1) Given the reactants [Cl:1]N1C(=O)CCC1=O.Cl.[Cl:10][C:11]1[CH:36]=[CH:35][C:14]2[O:15][C:16]3[CH:34]=[CH:33][CH:32]=[CH:31][C:17]=3[C@@H:18]3[C@H:23]([NH:24][C:25](=[O:30])[C:26]([F:29])([F:28])[F:27])[CH2:22][CH2:21][CH2:20][N:19]3[C:13]=2[CH:12]=1, predict the reaction product. The product is: [Cl:1][C:12]1[C:13]2[N:19]3[CH2:20][CH2:21][CH2:22][C@@H:23]([NH:24][C:25](=[O:30])[C:26]([F:29])([F:28])[F:27])[C@H:18]3[C:17]3[CH:31]=[CH:32][CH:33]=[CH:34][C:16]=3[O:15][C:14]=2[CH:35]=[CH:36][C:11]=1[Cl:10].[Cl:10][C:11]1[C:36]([Cl:1])=[CH:35][C:14]2[O:15][C:16]3[CH:34]=[CH:33][CH:32]=[CH:31][C:17]=3[C@@H:18]3[C@H:23]([NH:24][C:25](=[O:30])[C:26]([F:29])([F:28])[F:27])[CH2:22][CH2:21][CH2:20][N:19]3[C:13]=2[CH:12]=1. (2) Given the reactants [Cl:1][C:2]1[CH:7]=[C:6]([Cl:8])[CH:5]=[C:4]([N+:9]([O-:11])=[O:10])[C:3]=1[OH:12].CI.[C:15](=O)([O-])[O-].[K+].[K+], predict the reaction product. The product is: [N+:9]([C:4]1[CH:5]=[C:6]([Cl:8])[CH:7]=[C:2]([Cl:1])[C:3]=1[O:12][CH3:15])([O-:11])=[O:10]. (3) The product is: [NH2:51][C@H:52]([C:65]([OH:67])=[O:66])[CH2:53][C:54]1[CH:55]=[CH:56][C:57]([OH:60])=[CH:58][CH:59]=1. Given the reactants C(O)C(N)(CO)CO.[Na+].[Cl-].CCC(COC(C(N(CC[NH+](C)C)C)=O)(C1C=CC=CC=1)C1C=CC=CC=1)CC.[Cl-].C(S)[C@@H](O)[C@H](O)CS.[F-].[Na+].[NH2:51][C@H:52]([C:65]([OH:67])=[O:66])[CH2:53][C:54]1[CH:59]=[CH:58][C:57]([O:60]P(O)(O)=O)=[CH:56][CH:55]=1.CCCCCCCCCCCCOS([O-])(=O)=O.[Na+], predict the reaction product. (4) Given the reactants CN(C(ON1N=NC2C=CC=NC1=2)=[N+](C)C)C.F[P-](F)(F)(F)(F)F.FC(F)(F)C(O)=O.[CH:32]([C:35]1[S:36][CH:37]=[C:38]([C:40]([N:42]2[CH2:66][C:46]3([CH2:49][N:48]([CH2:50][CH2:51][C:52]4[CH:53]=[C:54]([CH:63]=[CH:64][CH:65]=4)[CH2:55][CH2:56][O:57][CH2:58][CH2:59][C:60]([OH:62])=O)[CH2:47]3)[O:45][CH2:44][CH2:43]2)=[O:41])[N:39]=1)([CH3:34])[CH3:33].[CH2:67]([NH:69][CH2:70][CH:71]([O:74][CH3:75])[O:72][CH3:73])[CH3:68].C(N(CC)CC)C, predict the reaction product. The product is: [CH3:73][O:72][CH:71]([O:74][CH3:75])[CH2:70][N:69]([CH2:67][CH3:68])[C:60](=[O:62])[CH2:59][CH2:58][O:57][CH2:56][CH2:55][C:54]1[CH:63]=[CH:64][CH:65]=[C:52]([CH2:51][CH2:50][N:48]2[CH2:49][C:46]3([CH2:66][N:42]([C:40]([C:38]4[N:39]=[C:35]([CH:32]([CH3:33])[CH3:34])[S:36][CH:37]=4)=[O:41])[CH2:43][CH2:44][O:45]3)[CH2:47]2)[CH:53]=1. (5) Given the reactants [CH2:1]([C:3]1[C:8](=[O:9])[NH:7][C:6]([CH3:10])=[C:5]([C:11]2[CH:12]=[N:13][CH:14]=[C:15]([C:17]([OH:19])=O)[CH:16]=2)[CH:4]=1)[CH3:2].[C:20]([CH:22]1[CH2:27][CH2:26][CH:25]([CH2:28][NH2:29])[CH2:24][CH2:23]1)#[N:21], predict the reaction product. The product is: [C:20]([CH:22]1[CH2:27][CH2:26][CH:25]([CH2:28][NH:29][C:17]([C:15]2[CH:16]=[C:11]([C:5]3[CH:4]=[C:3]([CH2:1][CH3:2])[C:8](=[O:9])[NH:7][C:6]=3[CH3:10])[CH:12]=[N:13][CH:14]=2)=[O:19])[CH2:24][CH2:23]1)#[N:21]. (6) Given the reactants [NH:1]1[CH2:6][CH2:5][CH:4]([C:7]2[NH:15][C:10]3[CH:11]=[N:12][CH:13]=[CH:14][C:9]=3[N:8]=2)[CH2:3][CH2:2]1.[C:16]1([C:22]2[C:23]([C:31]3[CH:38]=[CH:37][C:34]([CH:35]=O)=[CH:33][CH:32]=3)=[N:24][C:25]3[N:26]([N:28]=[CH:29][CH:30]=3)[CH:27]=2)[CH:21]=[CH:20][CH:19]=[CH:18][CH:17]=1.[BH-](OC(C)=O)(OC(C)=O)OC(C)=O.[Na+].C1COCC1, predict the reaction product. The product is: [C:16]1([C:22]2[C:23]([C:31]3[CH:32]=[CH:33][C:34]([CH2:35][N:1]4[CH2:2][CH2:3][CH:4]([C:7]5[NH:15][C:10]6[CH:11]=[N:12][CH:13]=[CH:14][C:9]=6[N:8]=5)[CH2:5][CH2:6]4)=[CH:37][CH:38]=3)=[N:24][C:25]3[N:26]([N:28]=[CH:29][CH:30]=3)[CH:27]=2)[CH:21]=[CH:20][CH:19]=[CH:18][CH:17]=1. (7) Given the reactants [CH2:1]([O:8][C:9]([N:11]1[CH2:16][CH2:15][NH:14][C:13](=[O:17])[CH2:12]1)=[O:10])[C:2]1[CH:7]=[CH:6][CH:5]=[CH:4][CH:3]=1.F[B-](F)(F)F.[CH2:23]([O+](CC)CC)[CH3:24], predict the reaction product. The product is: [CH2:1]([O:8][C:9]([N:11]1[CH2:12][C:13]([O:17][CH2:23][CH3:24])=[N:14][CH2:15][CH2:16]1)=[O:10])[C:2]1[CH:3]=[CH:4][CH:5]=[CH:6][CH:7]=1.